This data is from Full USPTO retrosynthesis dataset with 1.9M reactions from patents (1976-2016). The task is: Predict the reactants needed to synthesize the given product. (1) The reactants are: C([O-])(=O)C.[K+].[B:15]1([B:15]2[O:19][C:18]([CH3:21])([CH3:20])[C:17]([CH3:23])([CH3:22])[O:16]2)[O:19][C:18]([CH3:21])([CH3:20])[C:17]([CH3:23])([CH3:22])[O:16]1.Br[C:25]1[C:33]2[C:28](=[CH:29][CH:30]=[C:31]([O:34][CH3:35])[CH:32]=2)[N:27]([C:36]([O:38][C:39]([CH3:42])([CH3:41])[CH3:40])=[O:37])[CH:26]=1. Given the product [CH3:35][O:34][C:31]1[CH:32]=[C:33]2[C:28](=[CH:29][CH:30]=1)[N:27]([C:36]([O:38][C:39]([CH3:42])([CH3:41])[CH3:40])=[O:37])[CH:26]=[C:25]2[B:15]1[O:16][C:17]([CH3:22])([CH3:23])[C:18]([CH3:20])([CH3:21])[O:19]1, predict the reactants needed to synthesize it. (2) Given the product [CH3:1][O:2][C:3]1[CH:4]=[C:5]([C:9]2[NH:23][C:22](=[S:21])[N:11]([C:12]3[CH:17]=[CH:16][C:15]([O:18][CH3:19])=[CH:14][CH:13]=3)[CH:10]=2)[CH:6]=[CH:7][CH:8]=1, predict the reactants needed to synthesize it. The reactants are: [CH3:1][O:2][C:3]1[CH:4]=[C:5]([C:9](=O)[CH2:10][NH:11][C:12]2[CH:17]=[CH:16][C:15]([O:18][CH3:19])=[CH:14][CH:13]=2)[CH:6]=[CH:7][CH:8]=1.[S-:21][C:22]#[N:23].[K+].Cl.O. (3) Given the product [C:12]([NH:11][C:9](=[O:10])[C:5]1[CH:4]=[C:3]([CH2:2][N:48]2[CH2:37][CH2:38][N:33]([C:31](=[O:32])[C:28]3[CH:29]=[CH:30][C:25]([NH:24][C:22]([NH:21][CH:20]4[CH2:18][CH2:19][CH2:16]4)=[O:23])=[C:26]([F:39])[CH:27]=3)[CH2:47][CH2:46]2)[CH:8]=[CH:7][N:6]=1)([CH3:15])([CH3:14])[CH3:13], predict the reactants needed to synthesize it. The reactants are: Br[CH2:2][C:3]1[CH:8]=[CH:7][N:6]=[C:5]([C:9]([NH:11][C:12]([CH3:15])([CH3:14])[CH3:13])=[O:10])[CH:4]=1.[CH:16]1([CH2:20][NH:21][C:22]([NH:24][C:25]2[CH:30]=[CH:29][C:28]([C:31]([N:33]3[CH2:38][CH2:37]NCC3)=[O:32])=[CH:27][C:26]=2[F:39])=[O:23])[CH2:19][CH2:18]C1.C(=O)([O-])[O-].[K+].[K+].[C:46](#[N:48])[CH3:47]. (4) Given the product [Cl:1][C:2]1[C:3]([C:20]2[S:24][C:23]([C:25]3([OH:29])[CH2:28][CH2:27][CH2:26]3)=[N:22][CH:21]=2)=[C:4]2[CH:10]=[C:9]([C:11]3[CH:12]=[CH:13][C:14]([C:15]([N:34]4[CH2:35][CH2:36][N:31]([CH3:30])[CH2:32][CH2:33]4)=[O:17])=[CH:18][CH:19]=3)[NH:8][C:5]2=[N:6][CH:7]=1, predict the reactants needed to synthesize it. The reactants are: [Cl:1][C:2]1[C:3]([C:20]2[S:24][C:23]([C:25]3([OH:29])[CH2:28][CH2:27][CH2:26]3)=[N:22][CH:21]=2)=[C:4]2[CH:10]=[C:9]([C:11]3[CH:19]=[CH:18][C:14]([C:15]([OH:17])=O)=[CH:13][CH:12]=3)[NH:8][C:5]2=[N:6][CH:7]=1.[CH3:30][N:31]1[CH2:36][CH2:35][NH:34][CH2:33][CH2:32]1.CN1CCOCC1.OC1C2N=NNC=2C=CC=1.Cl.CN(C)CCCN=C=NCC. (5) Given the product [CH3:1][O:2][C:3](=[O:32])[C:4]1[CH:9]=[CH:8][C:7]([CH2:10][N:11]2[CH:15]=[C:14]([C:16]3[CH:21]=[CH:20][C:19]([Cl:22])=[CH:18][C:17]=3[Cl:23])[N:13]=[C:12]2[CH2:24][C:25]2[CH:30]=[CH:29][C:28]([C:34]3[CH:39]=[CH:38][C:37]([NH:40][C:41]([O:43][C:44]([CH3:45])([CH3:46])[CH3:47])=[O:42])=[C:36]([O:48][CH3:49])[CH:35]=3)=[CH:27][CH:26]=2)=[CH:6][CH:5]=1, predict the reactants needed to synthesize it. The reactants are: [CH3:1][O:2][C:3](=[O:32])[C:4]1[CH:9]=[CH:8][C:7]([CH2:10][N:11]2[CH:15]=[C:14]([C:16]3[CH:21]=[CH:20][C:19]([Cl:22])=[CH:18][C:17]=3[Cl:23])[N:13]=[C:12]2[CH2:24][C:25]2[CH:30]=[CH:29][C:28](Br)=[CH:27][CH:26]=2)=[CH:6][CH:5]=1.B(O)(O)[C:34]1[CH:39]=[CH:38][C:37]([NH:40][C:41]([O:43][C:44]([CH3:47])([CH3:46])[CH3:45])=[O:42])=[C:36]([O:48][CH3:49])[CH:35]=1.